From a dataset of Catalyst prediction with 721,799 reactions and 888 catalyst types from USPTO. Predict which catalyst facilitates the given reaction. (1) Reactant: Br[C:2]1[CH:3]=[C:4]2[C:9](=[CH:10][CH:11]=1)[N:8]=[CH:7][C:6]([N+:12]([O-])=O)=[C:5]2[CH:15](SC1C=CC=CC=1)C1C=CC(C(C)(C)C#N)=CC=1. Product: [CH3:15][C:5]1[C:4]2[C:9](=[CH:10][CH:11]=[C:2]([C:6]3[CH:7]=[N:8][CH:9]=[CH:4][CH:5]=3)[CH:3]=2)[N:8]=[CH:7][C:6]=1[NH2:12]. The catalyst class is: 123. (2) Reactant: C[O:2][C:3]([C:5]1[CH:10]=[CH:9][N:8]=[C:7]2[NH:11][C:12]([C:14]3[S:15][CH:16]=[CH:17][CH:18]=3)=[N:13][C:6]=12)=[O:4].O[Li].O. Product: [S:15]1[CH:16]=[CH:17][CH:18]=[C:14]1[C:12]1[NH:11][C:7]2=[N:8][CH:9]=[CH:10][C:5]([C:3]([OH:4])=[O:2])=[C:6]2[N:13]=1. The catalyst class is: 20. (3) Reactant: [C:1]([O:5][C:6]([N:8]1[CH2:15][C@H:14]2[C@H:10]([C:11]([C:16]3[CH:21]=[CH:20][C:19](Cl)=[CH:18][CH:17]=3)=[N:12][O:13]2)[CH2:9]1)=[O:7])([CH3:4])([CH3:3])[CH3:2].[CH3:23][O:24]C1C=CC(C(Cl)=NO)=CC=1. Product: [C:1]([O:5][C:6]([N:8]1[CH2:15][C@H:14]2[C@H:10]([C:11]([C:16]3[CH:21]=[CH:20][C:19]([O:24][CH3:23])=[CH:18][CH:17]=3)=[N:12][O:13]2)[CH2:9]1)=[O:7])([CH3:4])([CH3:3])[CH3:2]. The catalyst class is: 66. (4) Reactant: [C:1]([O:5][C:6](=[O:41])[NH:7][C@:8]([CH3:40])([C@@H:22]1[CH2:31][CH2:30][C:29]2[C:24](=[CH:25][CH:26]=[C:27]([CH2:32][CH2:33][CH2:34][CH2:35][CH2:36][CH2:37][CH2:38][CH3:39])[CH:28]=2)[CH2:23]1)[CH2:9][O:10][P:11]1[O:17]CC2C=CC=CC=2C[O:12]1)([CH3:4])([CH3:3])[CH3:2].C[OH:43]. Product: [CH2:32]([C:27]1[CH:28]=[C:29]2[C:24](=[CH:25][CH:26]=1)[CH2:23][C@H:22]([C@:8]([NH:7][C:6](=[O:41])[O:5][C:1]([CH3:3])([CH3:4])[CH3:2])([CH3:40])[CH2:9][O:10][P:11]([OH:43])([OH:17])=[O:12])[CH2:31][CH2:30]2)[CH2:33][CH2:34][CH2:35][CH2:36][CH2:37][CH2:38][CH3:39]. The catalyst class is: 45.